This data is from Full USPTO retrosynthesis dataset with 1.9M reactions from patents (1976-2016). The task is: Predict the reactants needed to synthesize the given product. (1) Given the product [Br:1][C:2]1[CH:24]=[CH:23][C:5]2[N:6]=[C:7]([O:9][CH:10]3[CH2:11][CH2:12][NH:13][CH2:14][CH2:15]3)[S:8][C:4]=2[CH:3]=1, predict the reactants needed to synthesize it. The reactants are: [Br:1][C:2]1[CH:24]=[CH:23][C:5]2[N:6]=[C:7]([O:9][CH:10]3[CH2:15][CH2:14][N:13](C(OC(C)(C)C)=O)[CH2:12][CH2:11]3)[S:8][C:4]=2[CH:3]=1.C(O)(C(F)(F)F)=O. (2) The reactants are: [C:1]([O:5][C:6]([N:8]1[CH2:17][CH2:16][C:11]2([CH2:14][CH:13]([OH:15])[CH2:12]2)[CH2:10][CH2:9]1)=[O:7])([CH3:4])([CH3:3])[CH3:2].[CH3:18][S:19](Cl)(=[O:21])=[O:20]. Given the product [C:1]([O:5][C:6]([N:8]1[CH2:9][CH2:10][C:11]2([CH2:12][CH:13]([O:15][S:19]([CH3:18])(=[O:21])=[O:20])[CH2:14]2)[CH2:16][CH2:17]1)=[O:7])([CH3:4])([CH3:2])[CH3:3], predict the reactants needed to synthesize it.